This data is from Reaction yield outcomes from USPTO patents with 853,638 reactions. The task is: Predict the reaction yield, written as a fraction of the theoretical maximum amount of product (1.0 means a 100% yield; for example, 0.34 means a 34% yield). (1) The reactants are [S:1](=[O:31])(=[O:30])([O:3][CH2:4][C@@H:5]1[C@@H:9]([OH:10])[CH2:8][C@H:7]([N:11]2[C:15]3[N:16]=[CH:17][N:18]=[C:19]([CH2:20][CH2:21][C:22]4[CH:27]=[CH:26][CH:25]=[CH:24][CH:23]=4)[C:14]=3[C:13]([C:28]#[CH:29])=[CH:12]2)[O:6]1)[NH2:2].O. The catalyst is CCO.[Pd]. The product is [S:1](=[O:30])(=[O:31])([O:3][CH2:4][C@@H:5]1[C@@H:9]([OH:10])[CH2:8][C@H:7]([N:11]2[C:15]3[N:16]=[CH:17][N:18]=[C:19]([CH2:20][CH2:21][C:22]4[CH:27]=[CH:26][CH:25]=[CH:24][CH:23]=4)[C:14]=3[C:13]([CH2:28][CH3:29])=[CH:12]2)[O:6]1)[NH2:2]. The yield is 0.110. (2) The reactants are [C:1]([O:5][C:6](=[O:36])[NH:7][C:8]([C:10]1[S:11][C:12]([S:34][CH3:35])=[C:13]([S:15]([C:18]2[CH:19]=[C:20]([C:24]3[C:29]([CH3:30])=[CH:28][C:27]([O:31][CH3:32])=[CH:26][C:25]=3[NH2:33])[CH:21]=[CH:22][CH:23]=2)(=[O:17])=[O:16])[CH:14]=1)=[NH:9])([CH3:4])([CH3:3])[CH3:2].[Br:37][CH2:38][C:39](Br)=[O:40].CCN(CC)CC.CCOC(C)=O. The catalyst is C(Cl)Cl. The product is [C:1]([O:5][C:6](=[O:36])[NH:7][C:8]([C:10]1[S:11][C:12]([S:34][CH3:35])=[C:13]([S:15]([C:18]2[CH:19]=[C:20]([C:24]3[C:25]([NH:33][C:39](=[O:40])[CH2:38][Br:37])=[CH:26][C:27]([O:31][CH3:32])=[CH:28][C:29]=3[CH3:30])[CH:21]=[CH:22][CH:23]=2)(=[O:16])=[O:17])[CH:14]=1)=[NH:9])([CH3:3])([CH3:4])[CH3:2]. The yield is 0.690. (3) The reactants are Br[C:2]1[CH:7]=[CH:6][C:5]([F:8])=[CH:4][N:3]=1.[OH:9][CH2:10][C:11]1[CH:18]=[CH:17][C:14]([C:15]#[N:16])=[CH:13][CH:12]=1.[H-].[Na+]. The catalyst is CN(C)C=O. The product is [F:8][C:5]1[CH:6]=[CH:7][C:2]([O:9][CH2:10][C:11]2[CH:18]=[CH:17][C:14]([C:15]#[N:16])=[CH:13][CH:12]=2)=[N:3][CH:4]=1. The yield is 0.850. (4) The reactants are Cl.[CH2:2]([O:4][C:5](=[O:18])/[CH:6]=[CH:7]/[C:8]1[CH:17]=[CH:16][CH:15]=[C:14]2[C:9]=1[CH2:10][CH2:11][NH:12][CH2:13]2)[CH3:3].[CH:19]1([CH:22]=O)[CH2:21][CH2:20]1.CCN(C(C)C)C(C)C.[BH-](OC(C)=O)(OC(C)=O)OC(C)=O.[Na+]. The catalyst is C(Cl)Cl.O. The product is [CH2:2]([O:4][C:5](=[O:18])/[CH:6]=[CH:7]/[C:8]1[CH:17]=[CH:16][CH:15]=[C:14]2[C:9]=1[CH2:10][CH2:11][N:12]([CH2:22][CH:19]1[CH2:21][CH2:20]1)[CH2:13]2)[CH3:3]. The yield is 0.700. (5) The reactants are [H-].[Na+].C(OP([CH2:11][C:12](=[O:17])[N:13]([O:15][CH3:16])[CH3:14])(=O)OCC)C.[NH:18]1[C:26]2[C:21](=[CH:22][C:23]([CH:27]=O)=[CH:24][CH:25]=2)[CH:20]=[CH:19]1.N1C2C(=CC=CC=2)C=C1. The catalyst is C1COCC1. The product is [CH3:16][O:15][N:13]([CH3:14])[C:12](=[O:17])[CH:11]=[CH:27][C:23]1[CH:22]=[C:21]2[C:26](=[CH:25][CH:24]=1)[NH:18][CH:19]=[CH:20]2. The yield is 1.00.